From a dataset of Catalyst prediction with 721,799 reactions and 888 catalyst types from USPTO. Predict which catalyst facilitates the given reaction. (1) Reactant: [NH2:1][C@H:2]1[CH2:7][CH2:6][C:5]([F:9])([F:8])[CH2:4][C@H:3]1[C:10]([O:12][CH2:13][CH3:14])=[O:11].[CH3:15][C:16]([O:19][C:20](O[C:20]([O:19][C:16]([CH3:18])([CH3:17])[CH3:15])=[O:21])=[O:21])([CH3:18])[CH3:17]. Product: [C:16]([O:19][C:20]([NH:1][C@H:2]1[CH2:7][CH2:6][C:5]([F:9])([F:8])[CH2:4][C@H:3]1[C:10]([O:12][CH2:13][CH3:14])=[O:11])=[O:21])([CH3:18])([CH3:17])[CH3:15]. The catalyst class is: 1. (2) Reactant: [Cl:1][C:2]1[CH:3]=[C:4]([C:9]2([C:25]([F:28])([F:27])[F:26])[S:13][N:12]=[C:11]([C:14]3[CH:19]=[CH:18][C:17]([CH2:20][NH:21][CH2:22][CH3:23])=[C:16]([CH3:24])[CH:15]=3)[CH2:10]2)[CH:5]=[C:6]([Cl:8])[CH:7]=1.[CH2:29]([S:31][CH2:32][C:33]([OH:35])=O)[CH3:30].F[P-](F)(F)(F)(F)F.Br[P+](N1CCCC1)(N1CCCC1)N1CCCC1.C(N(CC)C(C)C)(C)C. Product: [Cl:1][C:2]1[CH:3]=[C:4]([C:9]2([C:25]([F:27])([F:26])[F:28])[S:13][N:12]=[C:11]([C:14]3[CH:19]=[CH:18][C:17]([CH2:20][N:21]([CH2:22][CH3:23])[C:33](=[O:35])[CH2:32][S:31][CH2:29][CH3:30])=[C:16]([CH3:24])[CH:15]=3)[CH2:10]2)[CH:5]=[C:6]([Cl:8])[CH:7]=1. The catalyst class is: 2. (3) Product: [C:33]([O:37][C:38](=[O:47])[N:39]([CH2:40][C@@H:41]1[CH2:45][CH2:44][CH2:43][N:42]1[CH2:31][C:3]1[C:2]([Cl:1])=[C:11]2[C:6]([C:7](=[O:26])[N:8]([CH2:13][C:14]3[CH:19]=[C:18]([Cl:20])[CH:17]=[CH:16][C:15]=3[S:21]([CH2:24][CH3:25])(=[O:22])=[O:23])[C:9](=[O:12])[NH:10]2)=[CH:5][C:4]=1[C:27]([F:29])([F:30])[F:28])[CH3:46])([CH3:36])([CH3:35])[CH3:34]. Reactant: [Cl:1][C:2]1[C:3]([CH:31]=O)=[C:4]([C:27]([F:30])([F:29])[F:28])[CH:5]=[C:6]2[C:11]=1[NH:10][C:9](=[O:12])[N:8]([CH2:13][C:14]1[CH:19]=[C:18]([Cl:20])[CH:17]=[CH:16][C:15]=1[S:21]([CH2:24][CH3:25])(=[O:23])=[O:22])[C:7]2=[O:26].[C:33]([O:37][C:38](=[O:47])[N:39]([CH3:46])[CH2:40][C@@H:41]1[CH2:45][CH2:44][CH2:43][NH:42]1)([CH3:36])([CH3:35])[CH3:34]. The catalyst class is: 22. (4) Reactant: [Br:1][C:2]1[C:10]([I:11])=[CH:9][C:5]([C:6](O)=[O:7])=[C:4]([F:12])[CH:3]=1.[CH3:13][S:14]([NH2:17])(=[O:16])=[O:15].CCN=C=NCCCN(C)C.Cl. Product: [Br:1][C:2]1[C:10]([I:11])=[CH:9][C:5]([C:6]([NH:17][S:14]([CH3:13])(=[O:16])=[O:15])=[O:7])=[C:4]([F:12])[CH:3]=1. The catalyst class is: 64. (5) Reactant: [Cl:1][C:2]1[C:11]2[N:10]([CH3:12])[O:9][C@H:8]3[NH:13][C@H:14]([C:16]([O:18][C@@H:19]4[C@:28]5([OH:29])[C@H:23]([C@H:24]([C:31]([CH3:33])=[CH2:32])[CH2:25][CH2:26][C@H:27]5[CH3:30])[CH:22]=[C:21]([CH3:34])[C@H:20]4[OH:35])=[O:17])[CH2:15][C@@:7]3([OH:36])[C:6]=2[CH:5]=[CH:4][CH:3]=1.[CH:37]1([C:40](O)=[O:41])[CH2:39][CH2:38]1.Cl.CN(C)CCCN=C=NCC. Product: [Cl:1][C:2]1[C:11]2[N:10]([CH3:12])[O:9][C@H:8]3[NH:13][C@H:14]([C:16]([O:18][C@@H:19]4[C@:28]5([OH:29])[C@H:23]([C@H:24]([C:31]([CH3:33])=[CH2:32])[CH2:25][CH2:26][C@H:27]5[CH3:30])[CH:22]=[C:21]([CH3:34])[C@H:20]4[O:35][C:40]([CH:37]4[CH2:39][CH2:38]4)=[O:41])=[O:17])[CH2:15][C@@:7]3([OH:36])[C:6]=2[CH:5]=[CH:4][CH:3]=1. The catalyst class is: 367.